From a dataset of Reaction yield outcomes from USPTO patents with 853,638 reactions. Predict the reaction yield, written as a fraction of the theoretical maximum amount of product (1.0 means a 100% yield; for example, 0.34 means a 34% yield). (1) The reactants are [F:1][C:2]1([F:33])[O:6][C:5]2[CH:7]=[CH:8][C:9]([C:11]3([C:14]([NH:16][C:17]4[N:22]=[C:21]([C:23]5[CH:28]=[C:27]([CH3:29])[N:26]=[C:25]([O:30]C)[CH:24]=5)[C:20]([CH3:32])=[CH:19][CH:18]=4)=[O:15])[CH2:13][CH2:12]3)=[CH:10][C:4]=2[O:3]1.[Si](I)(C)(C)C.CO.C(OCC)(=O)C. The catalyst is CC#N.O. The product is [F:33][C:2]1([F:1])[O:6][C:5]2[CH:7]=[CH:8][C:9]([C:11]3([C:14]([NH:16][C:17]4[CH:18]=[CH:19][C:20]([CH3:32])=[C:21]([C:23]5[CH:28]=[C:27]([CH3:29])[NH:26][C:25](=[O:30])[CH:24]=5)[N:22]=4)=[O:15])[CH2:13][CH2:12]3)=[CH:10][C:4]=2[O:3]1. The yield is 0.817. (2) The reactants are [C:1]1([CH3:11])[CH:6]=[CH:5][C:4]([S:7]([NH2:10])(=[O:9])=[O:8])=[CH:3][CH:2]=1.[H-].[Na+].Br[CH2:15][C:16]1[C:21]([CH2:22]Br)=[C:20]([F:24])[CH:19]=[CH:18][C:17]=1[F:25]. The catalyst is CN(C)C=O. The product is [F:24][C:20]1[CH:19]=[CH:18][C:17]([F:25])=[C:16]2[C:21]=1[CH2:22][N:10]([S:7]([C:4]1[CH:3]=[CH:2][C:1]([CH3:11])=[CH:6][CH:5]=1)(=[O:8])=[O:9])[CH2:15]2. The yield is 0.560. (3) The reactants are [C:1]([C:3]1([OH:13])[CH2:12][CH2:11][C:6]2([O:10][CH2:9][CH2:8][O:7]2)[CH2:5][CH2:4]1)#[CH:2].C([Li])CCC.CON(C)[C:22](=[O:30])[C:23]1[CH:28]=[CH:27][C:26]([CH3:29])=[N:25][CH:24]=1.[Cl-].[NH4+]. The catalyst is O1CCCC1. The product is [OH:13][C:3]1([C:1]#[C:2][C:22]([C:23]2[CH:24]=[N:25][C:26]([CH3:29])=[CH:27][CH:28]=2)=[O:30])[CH2:12][CH2:11][C:6]2([O:7][CH2:8][CH2:9][O:10]2)[CH2:5][CH2:4]1. The yield is 0.650. (4) The reactants are [C:1]([O:5][C:6]([NH:8][C:9]1[O:17][C:16]2[C:11](=[N:12][CH:13]=[C:14]([CH:18]3[CH2:20][CH2:19]3)[CH:15]=2)[C:10]=1[C:21]([O:23]CC)=[O:22])=[O:7])([CH3:4])([CH3:3])[CH3:2].O[Li].O.Cl. The catalyst is C1COCC1.CO.CCOC(C)=O.O. The product is [C:1]([O:5][C:6]([NH:8][C:9]1[O:17][C:16]2[C:11](=[N:12][CH:13]=[C:14]([CH:18]3[CH2:19][CH2:20]3)[CH:15]=2)[C:10]=1[C:21]([OH:23])=[O:22])=[O:7])([CH3:4])([CH3:2])[CH3:3]. The yield is 0.730. (5) The reactants are Br[C:2]1[CH:3]=[CH:4][C:5]([N+:16]([O-:18])=[O:17])=[C:6]([NH:8][C:9](=[O:15])[O:10][C:11]([CH3:14])([CH3:13])[CH3:12])[CH:7]=1.[B:19]1([B:19]2[O:23][C:22]([CH3:25])([CH3:24])[C:21]([CH3:27])([CH3:26])[O:20]2)[O:23][C:22]([CH3:25])([CH3:24])[C:21]([CH3:27])([CH3:26])[O:20]1.C([O-])(=O)C.[K+]. The catalyst is C1(C)C=CC=CC=1.C1C=CC([P]([Pd]([P](C2C=CC=CC=2)(C2C=CC=CC=2)C2C=CC=CC=2)([P](C2C=CC=CC=2)(C2C=CC=CC=2)C2C=CC=CC=2)[P](C2C=CC=CC=2)(C2C=CC=CC=2)C2C=CC=CC=2)(C2C=CC=CC=2)C2C=CC=CC=2)=CC=1. The product is [N+:16]([C:5]1[CH:4]=[CH:3][C:2]([B:19]2[O:23][C:22]([CH3:25])([CH3:24])[C:21]([CH3:27])([CH3:26])[O:20]2)=[CH:7][C:6]=1[NH:8][C:9](=[O:15])[O:10][C:11]([CH3:14])([CH3:13])[CH3:12])([O-:18])=[O:17]. The yield is 0.820. (6) The reactants are Cl[CH2:2][CH2:3][NH:4][C:5](=O)[C:6]1[CH:11]=[CH:10][CH:9]=[CH:8][CH:7]=1.P(Cl)(Cl)(Cl)(Cl)Cl.[CH:19]([C:22]1[C:34]([NH2:35])=[C:33]([CH:36]([CH3:38])[CH3:37])[C:25]2[O:26][C:27]3[CH:32]=[CH:31][CH:30]=[CH:29][C:28]=3[C:24]=2[CH:23]=1)([CH3:21])[CH3:20]. The catalyst is C1(C)C=CC=C(C)C=1. The product is [CH:19]([C:22]1[C:34]([N:35]2[CH2:2][CH2:3][N:4]=[C:5]2[C:6]2[CH:11]=[CH:10][CH:9]=[CH:8][CH:7]=2)=[C:33]([CH:36]([CH3:38])[CH3:37])[C:25]2[O:26][C:27]3[CH:32]=[CH:31][CH:30]=[CH:29][C:28]=3[C:24]=2[CH:23]=1)([CH3:21])[CH3:20]. The yield is 0.830.